Dataset: Forward reaction prediction with 1.9M reactions from USPTO patents (1976-2016). Task: Predict the product of the given reaction. Given the reactants Cl.[NH2:2][C:3]1[CH:4]=[C:5]([N:17]([CH3:21])[C:18](=[O:20])[CH3:19])[CH:6]=[CH:7][C:8]=1[NH:9][CH2:10][CH:11]1[CH2:16][CH2:15][O:14][CH2:13][CH2:12]1.Cl.[N:23]1[CH:28]=[CH:27][CH:26]=[CH:25][C:24]=1[CH2:29][C:30](O)=O.C(N(C(C)C)CC)(C)C.CN(C(ON1N=NC2C=CC=NC1=2)=[N+](C)C)C.F[P-](F)(F)(F)(F)F, predict the reaction product. The product is: [CH3:21][N:17]([C:5]1[CH:6]=[CH:7][C:8]2[N:9]([CH2:10][CH:11]3[CH2:12][CH2:13][O:14][CH2:15][CH2:16]3)[C:30]([CH2:29][C:24]3[CH:25]=[CH:26][CH:27]=[CH:28][N:23]=3)=[N:2][C:3]=2[CH:4]=1)[C:18](=[O:20])[CH3:19].